Regression. Given a peptide amino acid sequence and an MHC pseudo amino acid sequence, predict their binding affinity value. This is MHC class I binding data. From a dataset of Peptide-MHC class I binding affinity with 185,985 pairs from IEDB/IMGT. (1) The peptide sequence is HHIPNGVVW. The MHC is HLA-A02:01 with pseudo-sequence HLA-A02:01. The binding affinity (normalized) is 0.0847. (2) The peptide sequence is AENGWGFYF. The MHC is HLA-A02:01 with pseudo-sequence HLA-A02:01. The binding affinity (normalized) is 0.0847. (3) The peptide sequence is IYAYADDYW. The MHC is HLA-A24:03 with pseudo-sequence HLA-A24:03. The binding affinity (normalized) is 1.00. (4) The peptide sequence is FPDHQLDPA. The MHC is H-2-Ld with pseudo-sequence H-2-Ld. The binding affinity (normalized) is 0.